From a dataset of Full USPTO retrosynthesis dataset with 1.9M reactions from patents (1976-2016). Predict the reactants needed to synthesize the given product. (1) Given the product [Cl:1][C:2]1[CH:3]=[C:4]([N:10]2[CH:18]([CH:19]3[CH2:20][CH2:21][CH2:22][CH2:23]3)[CH:17]3[C:12]([C:13]4[CH:27]=[CH:26][C:25]([C:28]([O:30][CH2:44][CH:42]5[C:43]6[CH:31]=[CH:32][CH:33]=[CH:34][C:35]=6[C:36]6[C:41]5=[CH:40][CH:39]=[CH:38][CH:37]=6)=[O:29])=[CH:24][C:14]=4[CH2:15][CH2:16]3)=[N:11]2)[CH:5]=[CH:6][C:7]=1[C:8]#[N:9], predict the reactants needed to synthesize it. The reactants are: [Cl:1][C:2]1[CH:3]=[C:4]([N:10]2[CH:18]([CH:19]3[CH2:23][CH2:22][CH2:21][CH2:20]3)[CH:17]3[C:12]([C:13]4[CH:27]=[CH:26][C:25]([C:28]([OH:30])=[O:29])=[CH:24][C:14]=4[CH2:15][CH2:16]3)=[N:11]2)[CH:5]=[CH:6][C:7]=1[C:8]#[N:9].[CH:31]1[C:43]2[CH:42]([CH2:44]O)[C:41]3[C:36](=[CH:37][CH:38]=[CH:39][CH:40]=3)[C:35]=2[CH:34]=[CH:33][CH:32]=1. (2) Given the product [ClH:25].[CH3:1][O:2][C:3]1[CH:4]=[CH:5][C:6]2[N:10]=[C:9]([C@@H:11]3[CH2:15][C:14](=[CH2:16])[CH2:13][NH:12]3)[NH:8][C:7]=2[CH:24]=1, predict the reactants needed to synthesize it. The reactants are: [CH3:1][O:2][C:3]1[CH:4]=[CH:5][C:6]2[N:10]=[C:9]([C@@H:11]3[CH2:15][C:14](=[CH2:16])[CH2:13][N:12]3C(OC(C)(C)C)=O)[NH:8][C:7]=2[CH:24]=1.[ClH:25]. (3) Given the product [Br:23][C:13]1[S:12][C:11]([C:8]2[S:7][C:6]([C:2]3[S:1][CH:5]=[CH:4][CH:3]=3)=[CH:10][CH:9]=2)=[CH:15][CH:14]=1, predict the reactants needed to synthesize it. The reactants are: [S:1]1[CH:5]=[CH:4][CH:3]=[C:2]1[C:6]1[S:7][C:8]([C:11]2[S:12][CH:13]=[CH:14][CH:15]=2)=[CH:9][CH:10]=1.C1C(=O)N([Br:23])C(=O)C1.